This data is from Full USPTO retrosynthesis dataset with 1.9M reactions from patents (1976-2016). The task is: Predict the reactants needed to synthesize the given product. (1) Given the product [Cl:1][C:2]1[C:3]([O:12][C:13]2[CH:18]=[C:17]([O:19][CH2:20][CH2:21][C:22]([OH:25])([CH3:23])[CH3:24])[CH:16]=[CH:15][C:14]=2/[CH:26]=[CH:27]/[C:28]([NH:51][S:48]([CH2:43][CH2:44][CH2:45][CH2:46][CH3:47])(=[O:50])=[O:49])=[O:30])=[N:4][CH:5]=[C:6]([C:8]([F:9])([F:11])[F:10])[CH:7]=1, predict the reactants needed to synthesize it. The reactants are: [Cl:1][C:2]1[C:3]([O:12][C:13]2[CH:18]=[C:17]([O:19][CH2:20][CH2:21][C:22]([OH:25])([CH3:24])[CH3:23])[CH:16]=[CH:15][C:14]=2/[CH:26]=[CH:27]/[C:28]([OH:30])=O)=[N:4][CH:5]=[C:6]([C:8]([F:11])([F:10])[F:9])[CH:7]=1.Cl.C(N=C=NCCCN(C)C)C.[CH2:43]([S:48]([NH2:51])(=[O:50])=[O:49])[CH2:44][CH2:45][CH2:46][CH3:47].Cl. (2) The reactants are: [OH:1][CH:2]([CH2:50][OH:51])[CH2:3][NH:4][C:5]([C:7]1[C:8]([CH3:49])=[C:9]2[CH:30]=[C:28]3[N:29]=[C:25]([C:26]([CH3:33])=[C:27]3[CH2:31][CH3:32])[CH:24]=[C:22]3[NH:23][C:19]([C:20]([CH3:36])=[C:21]3[CH:34]=[O:35])=[CH:18][C:16]3=[N:17][C:13]([CH:14]([CH2:38][CH2:39][C:40]([O:42][CH3:43])=[O:41])[CH:15]3[CH3:37])=[C:12]([CH2:44][C:45]([O:47][CH3:48])=[O:46])[C:11]=1[NH:10]2)=[O:6]. Given the product [OH:1][CH:2]([CH2:50][OH:51])[CH2:3][NH:4][C:5]([C:7]1[C:8]([CH3:49])=[C:9]2[CH:30]=[C:28]3[N:29]=[C:25]([C:26]([CH3:33])=[C:27]3[CH2:31][CH3:32])[CH:24]=[C:22]3[NH:23][C:19]([C:20]([CH3:36])=[C:21]3[CH2:34][OH:35])=[CH:18][C:16]3=[N:17][C:13]([CH:14]([CH2:38][CH2:39][C:40]([O:42][CH3:43])=[O:41])[CH:15]3[CH3:37])=[C:12]([CH2:44][C:45]([O:47][CH3:48])=[O:46])[C:11]=1[NH:10]2)=[O:6], predict the reactants needed to synthesize it. (3) The reactants are: [Br:1][C:2]1[N:6]([C@@H:7]2[O:24][CH2:23][C@@H:18]([O:19]C(=O)C)[C@@H:13]([O:14]C(=O)C)[C@H:8]2[O:9]C(=O)C)[C:5]2[CH:25]=[C:26]([Cl:31])[C:27]([Cl:30])=[C:28]([F:29])[C:4]=2[N:3]=1.[Li+].[OH-]. Given the product [Br:1][C:2]1[N:6]([C@@H:7]2[O:24][CH2:23][C@@H:18]([OH:19])[C@@H:13]([OH:14])[C@H:8]2[OH:9])[C:5]2[CH:25]=[C:26]([Cl:31])[C:27]([Cl:30])=[C:28]([F:29])[C:4]=2[N:3]=1, predict the reactants needed to synthesize it. (4) Given the product [C:1]([C:22]1[CH:21]=[CH:20][C:19]([CH:17]([NH:11][C:1]23[CH2:8][CH:7]4[CH2:6][CH:5]([CH2:4][CH:3]([CH2:9]4)[CH2:2]2)[CH2:10]3)[CH3:16])=[CH:24][CH:23]=1)([CH3:10])([CH3:8])[CH3:2], predict the reactants needed to synthesize it. The reactants are: [C:1]12([NH2:11])[CH2:10][CH:5]3[CH2:6][CH:7]([CH2:9][CH:3]([CH2:4]3)[CH2:2]1)[CH2:8]2.C([CH2:16][C:17]([C:19]1[CH:24]=[CH:23][CH:22]=[CH:21][CH:20]=1)=O)(C)(C)C. (5) Given the product [C:1]([O:5][C:6](=[O:35])[NH:7][CH2:8][CH2:9][CH2:10][N:11]([CH:12]([C:16]1[N:25]([CH2:26][C:27]2[CH:32]=[CH:31][CH:30]=[CH:29][CH:28]=2)[C:24](=[O:33])[C:23]2[C:18](=[CH:19][C:20]([Cl:34])=[CH:21][CH:22]=2)[N:17]=1)[CH:13]([CH3:15])[CH3:14])[C:51](=[O:52])[C:48]1[CH:49]=[CH:50][C:45]([CH3:54])=[CH:46][CH:47]=1)([CH3:3])([CH3:4])[CH3:2], predict the reactants needed to synthesize it. The reactants are: [C:1]([O:5][C:6](=[O:35])[NH:7][CH2:8][CH2:9][CH2:10][NH:11][CH:12]([C:16]1[N:25]([CH2:26][C:27]2[CH:32]=[CH:31][CH:30]=[CH:29][CH:28]=2)[C:24](=[O:33])[C:23]2[C:18](=[CH:19][C:20]([Cl:34])=[CH:21][CH:22]=2)[N:17]=1)[CH:13]([CH3:15])[CH3:14])([CH3:4])([CH3:3])[CH3:2].CCN(C(C)C)C(C)C.[C:45]1([CH3:54])[CH:50]=[CH:49][C:48]([C:51](Cl)=[O:52])=[CH:47][CH:46]=1. (6) The reactants are: CCN(C(C)C)C(C)C.Cl.[NH:11]1[CH2:16][CH:15]=[C:14]([CH2:17][C:18]2[S:19][CH:20]=[CH:21][N:22]=2)[CH2:13][CH2:12]1.[CH3:23][C:24]1([CH3:40])[C:33](=[O:34])[NH:32][C:31]2[N:30]=[CH:29][C:28](/[CH:35]=[CH:36]/[C:37](O)=[O:38])=[CH:27][C:26]=2[CH2:25]1.C1C=CC2N(O)N=NC=2C=1.CCN=C=NCCCN(C)C.Cl. Given the product [CH3:23][C:24]1([CH3:40])[CH2:25][C:26]2[C:31](=[N:30][CH:29]=[C:28](/[CH:35]=[CH:36]/[C:37](=[O:38])[N:11]3[CH2:12][CH2:13][C:14]([CH2:17][C:18]4[S:19][CH:20]=[CH:21][N:22]=4)=[CH:15][CH2:16]3)[CH:27]=2)[NH:32][C:33]1=[O:34], predict the reactants needed to synthesize it. (7) Given the product [CH3:14][N:15]1[C:11](=[O:13])[C:3]2[C:2](=[CH:10][CH:9]=[C:5]([C:6]([OH:8])=[O:7])[CH:4]=2)[N:1]=[CH:16]1, predict the reactants needed to synthesize it. The reactants are: [NH2:1][C:2]1[CH:10]=[CH:9][C:5]([C:6]([OH:8])=[O:7])=[CH:4][C:3]=1[C:11]([OH:13])=O.[CH3:14][NH:15][CH:16]=O. (8) Given the product [Br:1][C:2]1[CH:7]=[CH:6][C:5]([C:8]2[O:34][C:13]3[C:12]([C:10](=[O:11])[CH:9]=2)=[C:17]([O:18][CH3:19])[CH:16]=[C:15]([O:20][CH3:21])[C:14]=3[C@@H:22]2[CH2:26][CH2:25][N:24]([CH3:27])[C@H:23]2[CH2:28][OH:29])=[C:4]([Cl:35])[CH:3]=1, predict the reactants needed to synthesize it. The reactants are: [Br:1][C:2]1[CH:7]=[CH:6][C:5]([C:8](=[O:34])[CH2:9][C:10]([C:12]2[C:13](O)=[C:14]([CH:22]3[CH2:26][CH2:25][N:24]([CH3:27])[CH:23]3[CH2:28][O:29]C(=O)C)[C:15]([O:20][CH3:21])=[CH:16][C:17]=2[O:18][CH3:19])=[O:11])=[C:4]([Cl:35])[CH:3]=1.C([O-])(O)=O.[Na+]. (9) Given the product [Cl:1][C:2]1[CH:7]=[CH:6][C:5]([C@@H:8]([CH2:9][NH:10][CH:18]([CH3:20])[CH3:19])[C:21]([N:23]2[CH2:24][CH2:25][N:26]([C:29]3[C:34]([C:35]4[CH:40]=[CH:39][C:38]([F:41])=[CH:37][CH:36]=4)=[CH:33][N:32]=[C:31]4[NH:42][CH:43]=[CH:44][C:30]=34)[CH2:27][CH2:28]2)=[O:22])=[CH:4][CH:3]=1, predict the reactants needed to synthesize it. The reactants are: [Cl:1][C:2]1[CH:7]=[CH:6][C:5]([C@H:8]([C:21]([N:23]2[CH2:28][CH2:27][N:26]([C:29]3[C:34]([C:35]4[CH:40]=[CH:39][C:38]([F:41])=[CH:37][CH:36]=4)=[CH:33][N:32]=[C:31]4[NH:42][CH:43]=[CH:44][C:30]=34)[CH2:25][CH2:24]2)=[O:22])[CH2:9][N:10]([CH:18]([CH3:20])[CH3:19])C(=O)OC(C)(C)C)=[CH:4][CH:3]=1.